This data is from Full USPTO retrosynthesis dataset with 1.9M reactions from patents (1976-2016). The task is: Predict the reactants needed to synthesize the given product. The reactants are: [F:1][C:2]1[CH:3]=[C:4]([CH:6]=[C:7]([F:9])[CH:8]=1)[NH2:5].C(N(C(C)C)CC)(C)C.[CH3:19][O:20][C:21]1[CH:26]=[CH:25][C:24]([CH:27]2[CH2:31][C:30]3([CH2:36][CH2:35][CH2:34][CH2:33][CH2:32]3)[N:29]([CH2:37][C:38](Cl)=[O:39])[C:28]2=[O:41])=[CH:23][CH:22]=1. Given the product [F:1][C:2]1[CH:3]=[C:4]([NH:5][C:38](=[O:39])[CH2:37][N:29]2[C:30]3([CH2:32][CH2:33][CH2:34][CH2:35][CH2:36]3)[CH2:31][CH:27]([C:24]3[CH:23]=[CH:22][C:21]([O:20][CH3:19])=[CH:26][CH:25]=3)[C:28]2=[O:41])[CH:6]=[C:7]([F:9])[CH:8]=1, predict the reactants needed to synthesize it.